From a dataset of Forward reaction prediction with 1.9M reactions from USPTO patents (1976-2016). Predict the product of the given reaction. (1) Given the reactants [P:1](Cl)(Cl)(=[O:10])[O:2][C:3]1[CH:8]=[CH:7][C:6]([Cl:9])=[CH:5][CH:4]=1.[F:13][C:14]1[C:19]([OH:20])=[C:18]([F:21])[C:17]([F:22])=[C:16]([F:23])[C:15]=1[F:24].C(N(CC)CC)C.Cl.[CH2:33]([O:35][C:36](=[O:40])[C@H:37]([CH3:39])[NH2:38])[CH3:34], predict the reaction product. The product is: [Cl:9][C:6]1[CH:7]=[CH:8][C:3]([O:2][P:1]([NH:38][C@@H:37]([CH3:39])[C:36]([O:35][CH2:33][CH3:34])=[O:40])([O:20][C:19]2[C:14]([F:13])=[C:15]([F:24])[C:16]([F:23])=[C:17]([F:22])[C:18]=2[F:21])=[O:10])=[CH:4][CH:5]=1. (2) Given the reactants [CH3:1][O:2][C:3](=[O:14])[CH:4]([S:6][C:7]1[CH:12]=[CH:11][C:10](Br)=[CH:9][CH:8]=1)[CH3:5].[B:15]1([B:15]2[O:19][C:18]([CH3:21])([CH3:20])[C:17]([CH3:23])([CH3:22])[O:16]2)[O:19][C:18]([CH3:21])([CH3:20])[C:17]([CH3:23])([CH3:22])[O:16]1.C([O-])(=O)C.[K+], predict the reaction product. The product is: [CH3:1][O:2][C:3](=[O:14])[CH:4]([S:6][C:7]1[CH:12]=[CH:11][C:10]([B:15]2[O:19][C:18]([CH3:21])([CH3:20])[C:17]([CH3:23])([CH3:22])[O:16]2)=[CH:9][CH:8]=1)[CH3:5]. (3) Given the reactants Br[CH2:2][C:3]1[CH:8]=[CH:7][C:6]([S:9]([NH2:12])(=[O:11])=[O:10])=[CH:5][CH:4]=1.[N-:13]=[N+:14]=[N-:15].[Na+], predict the reaction product. The product is: [N:13]([CH2:2][C:3]1[CH:8]=[CH:7][C:6]([S:9]([NH2:12])(=[O:11])=[O:10])=[CH:5][CH:4]=1)=[N+:14]=[N-:15]. (4) Given the reactants [CH3:1][O:2][C:3]1[CH:4]=[C:5]([S:9][CH2:10][C:11]([C:13]2[S:14][CH:15]=[CH:16][N:17]=2)=O)[CH:6]=[CH:7][CH:8]=1.[OH-].[Na+], predict the reaction product. The product is: [CH3:1][O:2][C:3]1[CH:8]=[CH:7][C:6]2[C:11]([C:13]3[S:14][CH:15]=[CH:16][N:17]=3)=[CH:10][S:9][C:5]=2[CH:4]=1.